From a dataset of Choline transporter screen with 302,306 compounds. Binary Classification. Given a drug SMILES string, predict its activity (active/inactive) in a high-throughput screening assay against a specified biological target. (1) The compound is s1c2[nH]c(=S)n(c(=O)c2c(c2sccc2)c1)c1ccccc1. The result is 0 (inactive). (2) The compound is O=C(NC(C)C)CCc1ccc(OC)cc1. The result is 0 (inactive). (3) The drug is S(=O)(=O)(N(c1ccc(C(=O)NCC2OCCC2)cc1)C)c1ccc(cc1)C. The result is 0 (inactive). (4) The compound is O1C(CCc2c1cc1oc(=O)c(c(c1c2)C)CC(=O)NC(CC)C(O)=O)(C)C. The result is 0 (inactive). (5) The drug is S1(=O)(=O)N(C(c2c1cccc2)CC(O)=O)c1ccccc1. The result is 0 (inactive). (6) The drug is Brc1cc2nc(nc2n(c1)C)C(F)(F)F. The result is 0 (inactive). (7) The drug is Clc1ccc(NC(=O)NN2CC(=O)N(CC2=O)c2cc(ccc2)C(F)(F)F)cc1. The result is 0 (inactive). (8) The compound is O(C(=O)c1[nH]c(c(c1C)C(=O)C)C)CC(=O)c1c(n(c(=O)n(c1=O)C)C)N. The result is 0 (inactive). (9) The molecule is Fc1cc(NC(=O)CN(C(=O)c2c(nn(c2)c2ccccc2)c2ccccc2)C)ccc1. The result is 0 (inactive).